From a dataset of Catalyst prediction with 721,799 reactions and 888 catalyst types from USPTO. Predict which catalyst facilitates the given reaction. (1) Reactant: [CH2:1]([N:8]1[C:13](=[O:14])[C:12]2[N:15]=[CH:16][S:17][C:11]=2[N:10]=[C:9]1[CH:18]([NH:21][CH2:22][CH2:23][N:24]([CH3:26])[CH3:25])[CH2:19][CH3:20])[C:2]1[CH:7]=[CH:6][CH:5]=[CH:4][CH:3]=1.[Br:27][C:28]1[CH:35]=[CH:34][C:31]([CH:32]=O)=[CH:30][CH:29]=1.C([BH3-])#N.[Na+].O1CCCC1. Product: [CH2:1]([N:8]1[C:13](=[O:14])[C:12]2[N:15]=[CH:16][S:17][C:11]=2[N:10]=[C:9]1[CH:18]([N:21]([CH2:32][C:31]1[CH:34]=[CH:35][C:28]([Br:27])=[CH:29][CH:30]=1)[CH2:22][CH2:23][N:24]([CH3:26])[CH3:25])[CH2:19][CH3:20])[C:2]1[CH:7]=[CH:6][CH:5]=[CH:4][CH:3]=1. The catalyst class is: 130. (2) Reactant: [O:1]1[CH:5]=[CH:4][C:3]([C:6]2[CH:7]=[C:8]([C:29]([F:32])([F:31])[F:30])[C:9]3[N:10]([C:12]([CH:27]=[O:28])=[C:13]([C:15]([N:17]4[CH2:21][CH:20]=[C:19]([C:22]5[S:23][CH:24]=[CH:25][N:26]=5)[CH2:18]4)=[O:16])[N:14]=3)[CH:11]=2)=[CH:2]1.[BH4-].[Na+]. Product: [O:1]1[CH:5]=[CH:4][C:3]([C:6]2[CH:7]=[C:8]([C:29]([F:31])([F:32])[F:30])[C:9]3[N:10]([C:12]([CH2:27][OH:28])=[C:13]([C:15]([N:17]4[CH2:21][CH:20]=[C:19]([C:22]5[S:23][CH:24]=[CH:25][N:26]=5)[CH2:18]4)=[O:16])[N:14]=3)[CH:11]=2)=[CH:2]1. The catalyst class is: 5. (3) Reactant: [Cl:1][C:2]1[N:10]=[C:9]2[C:5]([N:6]([CH2:11][C@H:12]3[CH2:17][CH2:16][C@H:15]([CH3:18])[CH2:14][CH2:13]3)[CH:7]=[N:8]2)=[C:4](Cl)[N:3]=1.C(N(CC)CC)C.Cl.[CH:28]1([C@H:32]([NH2:34])[CH3:33])[CH2:31][CH2:30][CH2:29]1. Product: [Cl:1][C:2]1[N:3]=[C:4]([NH:34][C@@H:32]([CH:28]2[CH2:31][CH2:30][CH2:29]2)[CH3:33])[CH:5]2[CH:9]([N:10]=1)[N:8]=[CH:7][N:6]2[CH2:11][C@H:12]1[CH2:17][CH2:16][C@H:15]([CH3:18])[CH2:14][CH2:13]1. The catalyst class is: 41.